Predict the product of the given reaction. From a dataset of Forward reaction prediction with 1.9M reactions from USPTO patents (1976-2016). (1) Given the reactants [CH3:1][N:2]([CH3:22])[C:3]([N:5]1[CH2:9][CH:8]2[CH2:10][C:11]([CH2:15][C:16]3[CH:21]=[CH:20][CH:19]=[CH:18][CH:17]=3)([CH:13]=[O:14])[CH2:12][CH:7]2[CH2:6]1)=[O:4].O.O.P([O-])(O)(O)=[O:26].[Na+].Cl([O-])=O.[Na+].CC(=CC)C, predict the reaction product. The product is: [CH2:15]([C:11]1([C:13]([OH:26])=[O:14])[CH2:12][CH:7]2[CH2:6][N:5]([C:3](=[O:4])[N:2]([CH3:1])[CH3:22])[CH2:9][CH:8]2[CH2:10]1)[C:16]1[CH:17]=[CH:18][CH:19]=[CH:20][CH:21]=1. (2) Given the reactants C(N(C(C)C)CC)(C)C.F[P-](F)(F)(F)(F)F.N1(OC(N(C)C)=[N+](C)C)C2N=CC=CC=2N=N1.[CH3:34][O:35][CH2:36][CH2:37][N:38]1[CH:42]=[CH:41][C:40]([C:43]2[CH:47]=[CH:46][S:45][CH:44]=2)=[C:39]1[C:48](=[O:52])[C:49]([OH:51])=O.[CH3:53][C:54]1[CH:59]=[C:58]([CH3:60])[N:57]=[C:56]([N:61]2[CH2:66][CH2:65][N:64]([C:67]3[CH:72]=[CH:71][C:70]([NH2:73])=[CH:69][CH:68]=3)[CH2:63][CH2:62]2)[CH:55]=1, predict the reaction product. The product is: [CH3:53][C:54]1[CH:59]=[C:58]([CH3:60])[N:57]=[C:56]([N:61]2[CH2:66][CH2:65][N:64]([C:67]3[CH:72]=[CH:71][C:70]([NH:73][C:49](=[O:51])[C:48]([C:39]4[N:38]([CH2:37][CH2:36][O:35][CH3:34])[CH:42]=[CH:41][C:40]=4[C:43]4[CH:47]=[CH:46][S:45][CH:44]=4)=[O:52])=[CH:69][CH:68]=3)[CH2:63][CH2:62]2)[CH:55]=1.